Dataset: Peptide-MHC class I binding affinity with 185,985 pairs from IEDB/IMGT. Task: Regression. Given a peptide amino acid sequence and an MHC pseudo amino acid sequence, predict their binding affinity value. This is MHC class I binding data. (1) The peptide sequence is DHVSTLLTW. The MHC is Mamu-B17 with pseudo-sequence Mamu-B17. The binding affinity (normalized) is 0.407. (2) The peptide sequence is RYDYANLCQ. The MHC is HLA-B44:02 with pseudo-sequence HLA-B44:02. The binding affinity (normalized) is 0.0847. (3) The peptide sequence is AADSFATSY. The MHC is HLA-A02:01 with pseudo-sequence HLA-A02:01. The binding affinity (normalized) is 0.0847. (4) The peptide sequence is KIGKEAIVI. The MHC is HLA-A02:03 with pseudo-sequence HLA-A02:03. The binding affinity (normalized) is 0.271. (5) The peptide sequence is RCWLIKNNSY. The MHC is HLA-A29:02 with pseudo-sequence HLA-A29:02. The binding affinity (normalized) is 0.0497. (6) The peptide sequence is MDGIQYGRSG. The MHC is HLA-B44:02 with pseudo-sequence HLA-B44:02. The binding affinity (normalized) is 0.000205.